This data is from NCI-60 drug combinations with 297,098 pairs across 59 cell lines. The task is: Regression. Given two drug SMILES strings and cell line genomic features, predict the synergy score measuring deviation from expected non-interaction effect. Drug 1: C1=CC(=CC=C1C#N)C(C2=CC=C(C=C2)C#N)N3C=NC=N3. Drug 2: C1=CC=C(C=C1)NC(=O)CCCCCCC(=O)NO. Cell line: A549. Synergy scores: CSS=-3.56, Synergy_ZIP=-1.09, Synergy_Bliss=-0.887, Synergy_Loewe=-11.4, Synergy_HSA=-7.06.